This data is from Full USPTO retrosynthesis dataset with 1.9M reactions from patents (1976-2016). The task is: Predict the reactants needed to synthesize the given product. (1) Given the product [Br-:19].[CH2:12]([N+:1]1[C:11]2[C:6](=[CH:7][CH:8]=[CH:9][CH:10]=2)[C:4]([CH3:5])=[CH:3][CH:2]=1)[C:13]1[CH:18]=[CH:17][CH:16]=[CH:15][CH:14]=1, predict the reactants needed to synthesize it. The reactants are: [N:1]1[C:11]2[C:6](=[CH:7][CH:8]=[CH:9][CH:10]=2)[C:4]([CH3:5])=[CH:3][CH:2]=1.[CH2:12]([Br:19])[C:13]1[CH:18]=[CH:17][CH:16]=[CH:15][CH:14]=1.C(OCC)(=O)C. (2) Given the product [CH3:25][O:24][C:14]1[CH:13]=[C:12]([O:11][CH2:10][C:9]2[S:8][C:7]([C:26]3[CH:31]=[CH:30][C:29]([C:32]([F:35])([F:33])[F:34])=[CH:28][CH:27]=3)=[N:6][C:5]=2[CH2:4][CH2:3][CH2:2][N:36]2[CH2:41][CH2:40][CH2:39][CH2:38][CH2:37][CH2:42]2)[CH:17]=[CH:16][C:15]=1[C:18]1[NH:22][C:21](=[O:23])[O:20][N:19]=1, predict the reactants needed to synthesize it. The reactants are: O[CH2:2][CH2:3][CH2:4][C:5]1[N:6]=[C:7]([C:26]2[CH:31]=[CH:30][C:29]([C:32]([F:35])([F:34])[F:33])=[CH:28][CH:27]=2)[S:8][C:9]=1[CH2:10][O:11][C:12]1[CH:17]=[CH:16][C:15]([C:18]2[NH:22][C:21](=[O:23])[O:20][N:19]=2)=[C:14]([O:24][CH3:25])[CH:13]=1.[N:36]1[CH:41]=[CH:40][CH:39]=[CH:38][CH:37]=1.[CH3:42]S(OS(C)(=O)=O)(=O)=O. (3) Given the product [OH:14][CH:11]1[C:12]2[C:7](=[CH:6][CH:5]=[C:4]([N+:1]([O-:3])=[O:2])[CH:13]=2)[CH2:8][CH2:9][CH2:10]1, predict the reactants needed to synthesize it. The reactants are: [N+:1]([C:4]1[CH:13]=[C:12]2[C:7]([CH2:8][CH2:9][CH2:10][C:11]2=[O:14])=[CH:6][CH:5]=1)([O-:3])=[O:2].[BH4-].[Na+]. (4) Given the product [CH3:29][N:24]1[C:23]2[CH:30]=[CH:31][C:20]([NH:19][C:4]3[N:9]=[CH:8][C:7]4=[CH:10][CH:11]=[C:12]([C:13]5[CH:14]=[N:15][CH:16]=[CH:17][CH:18]=5)[N:6]4[N:5]=3)=[CH:21][C:22]=2[O:27][CH2:26][C:25]1=[O:28], predict the reactants needed to synthesize it. The reactants are: CS([C:4]1[N:9]=[CH:8][C:7]2=[CH:10][CH:11]=[C:12]([C:13]3[CH:14]=[N:15][CH:16]=[CH:17][CH:18]=3)[N:6]2[N:5]=1)=O.[NH2:19][C:20]1[CH:31]=[CH:30][C:23]2[N:24]([CH3:29])[C:25](=[O:28])[CH2:26][O:27][C:22]=2[CH:21]=1. (5) Given the product [Cl:18][C:3]1[C:2]([CH2:36][CH2:35][CH:34]=[O:37])=[CH:7][C:6]([C:8]#[N:9])=[CH:5][C:4]=1[NH:10][C:11](=[O:17])[O:12][C:13]([CH3:16])([CH3:15])[CH3:14], predict the reactants needed to synthesize it. The reactants are: Br[C:2]1[C:3]([Cl:18])=[C:4]([NH:10][C:11](=[O:17])[O:12][C:13]([CH3:16])([CH3:15])[CH3:14])[CH:5]=[C:6]([C:8]#[N:9])[CH:7]=1.C1(CNCC2CCCCC2)CCCCC1.[CH2:34]([OH:37])[CH:35]=[CH2:36]. (6) Given the product [CH2:5]([N:12]1[CH2:17][CH:16]2[CH2:18][CH:13]1[CH2:14][N:15]2[CH2:3][CH2:2][C:1]#[N:4])[C:6]1[CH:7]=[CH:8][CH:9]=[CH:10][CH:11]=1, predict the reactants needed to synthesize it. The reactants are: [C:1](#[N:4])[CH:2]=[CH2:3].[CH2:5]([N:12]1[CH2:17][CH:16]2[CH2:18][CH:13]1[CH2:14][NH:15]2)[C:6]1[CH:11]=[CH:10][CH:9]=[CH:8][CH:7]=1.